This data is from Forward reaction prediction with 1.9M reactions from USPTO patents (1976-2016). The task is: Predict the product of the given reaction. Given the reactants [O:1]=[C:2]1[C:11]2[CH:10]=[CH:9][CH:8]=[C:7]3[NH:12][CH:13]([C:21]4[CH:28]=[CH:27][C:24]([CH:25]=O)=[CH:23][CH:22]=4)[CH:14]([C:15]4[CH:20]=[CH:19][CH:18]=[CH:17][CH:16]=4)[C:5]([C:6]=23)=[N:4][NH:3]1.C(O)(=O)C.[N:33]1(C(OC(C)(C)C)=O)[CH2:38][CH2:37][NH:36][CH2:35][CH2:34]1.[BH-](OC(C)=O)(OC(C)=O)OC(C)=O.[Na+], predict the reaction product. The product is: [C:15]1([CH:14]2[C:5]3=[N:4][NH:3][C:2](=[O:1])[C:11]4[CH:10]=[CH:9][CH:8]=[C:7]([C:6]=43)[NH:12][CH:13]2[C:21]2[CH:22]=[CH:23][C:24]([CH2:25][N:33]3[CH2:38][CH2:37][NH:36][CH2:35][CH2:34]3)=[CH:27][CH:28]=2)[CH:20]=[CH:19][CH:18]=[CH:17][CH:16]=1.